This data is from Full USPTO retrosynthesis dataset with 1.9M reactions from patents (1976-2016). The task is: Predict the reactants needed to synthesize the given product. (1) Given the product [CH3:20][O:21][C:22](=[O:37])[C:23]1[CH:28]=[CH:27][C:26]([C:29]2[CH:34]=[CH:33][CH:32]=[CH:31][N:30]=2)=[CH:25][C:24]=1[O:35][CH3:36], predict the reactants needed to synthesize it. The reactants are: C([Sn](CCCC)(CCCC)C1C=CC=CN=1)CCC.[CH3:20][O:21][C:22](=[O:37])[C:23]1[CH:28]=[CH:27][C:26]([CH:29]2[CH2:34][CH2:33][CH2:32][CH2:31][NH:30]2)=[CH:25][C:24]=1[O:35][CH3:36].C(=O)([O-])[O-].[Na+].[Na+]. (2) Given the product [CH3:24][O:23][C:21]1[CH:22]=[CH:16][C:17]([NH:18][C:2]2[N:13]=[CH:12][CH:11]=[CH:10][C:3]=2[C:4]([NH:6][CH2:7][C:8]#[CH:9])=[O:5])=[CH:19][CH:20]=1, predict the reactants needed to synthesize it. The reactants are: Cl[C:2]1[N:13]=[CH:12][CH:11]=[CH:10][C:3]=1[C:4]([NH:6][CH2:7][C:8]#[CH:9])=[O:5].CO[C:16]1[CH:22]=[C:21]([O:23][CH3:24])[CH:20]=[CH:19][C:17]=1[NH2:18]. (3) Given the product [CH2:11]([N:18]1[CH2:23][CH2:22][O:21][CH:20]([C:24]2[CH:29]=[CH:28][C:27]([C:30]([C:32]3[C:37]([CH3:38])=[CH:36][CH:35]=[CH:34][C:33]=3[CH3:39])=[O:31])=[CH:26][CH:25]=2)[CH2:19]1)[C:12]1[CH:17]=[CH:16][CH:15]=[CH:14][CH:13]=1, predict the reactants needed to synthesize it. The reactants are: C(Cl)(=O)C(Cl)=O.CS(C)=O.[CH2:11]([N:18]1[CH2:23][CH2:22][O:21][CH:20]([C:24]2[CH:29]=[CH:28][C:27]([CH:30]([C:32]3[C:37]([CH3:38])=[CH:36][CH:35]=[CH:34][C:33]=3[CH3:39])[OH:31])=[CH:26][CH:25]=2)[CH2:19]1)[C:12]1[CH:17]=[CH:16][CH:15]=[CH:14][CH:13]=1.CCN(CC)CC.[NH4+].[OH-]. (4) Given the product [C:24]([O:28][C:29]([N:31]1[CH2:36][CH2:35][CH:34]([CH2:37][O:19][C:13]2[CH:12]=[C:11]3[C:16]([C:7]([NH:6][C:5]4[C:4]([F:23])=[CH:3][C:2]([Cl:1])=[CH:21][C:20]=4[F:22])=[N:8][CH:9]=[N:10]3)=[CH:15][C:14]=2[O:17][CH3:18])[CH2:33][CH2:32]1)=[O:30])([CH3:27])([CH3:25])[CH3:26], predict the reactants needed to synthesize it. The reactants are: [Cl:1][C:2]1[CH:21]=[C:20]([F:22])[C:5]([NH:6][C:7]2[C:16]3[C:11](=[CH:12][C:13]([OH:19])=[C:14]([O:17][CH3:18])[CH:15]=3)[N:10]=[CH:9][N:8]=2)=[C:4]([F:23])[CH:3]=1.[C:24]([O:28][C:29]([N:31]1[CH2:36][CH2:35][CH:34]([CH2:37]O)[CH2:33][CH2:32]1)=[O:30])([CH3:27])([CH3:26])[CH3:25]. (5) Given the product [C:1]([O:5][C:6]([N:8]1[CH2:13][CH2:12][N:11]([C:14]2[N:15]=[C:16]([C:20]3[C:28]4[C:23](=[CH:24][N:25]=[C:26]([CH:37]([C:38]([O:40][CH2:52][CH3:53])=[O:39])[C:36]([O:42][CH2:43][CH3:44])=[O:41])[CH:27]=4)[N:22]([CH:30]4[CH2:35][CH2:34][CH2:33][CH2:32][O:31]4)[N:21]=3)[CH:17]=[CH:18][CH:19]=2)[CH2:10][CH2:9]1)=[O:7])([CH3:4])([CH3:3])[CH3:2], predict the reactants needed to synthesize it. The reactants are: [C:1]([O:5][C:6]([N:8]1[CH2:13][CH2:12][N:11]([C:14]2[CH:19]=[CH:18][CH:17]=[C:16]([C:20]3[C:28]4[C:23](=[CH:24][N:25]=[C:26](Br)[CH:27]=4)[N:22]([CH:30]4[CH2:35][CH2:34][CH2:33][CH2:32][O:31]4)[N:21]=3)[N:15]=2)[CH2:10][CH2:9]1)=[O:7])([CH3:4])([CH3:3])[CH3:2].[C:36]([O:42][CH2:43][CH3:44])(=[O:41])[CH2:37][C:38]([O-:40])=[O:39].C(=O)([O-])[O-].[Cs+].[Cs+].N1C=CC=[CH:53][C:52]=1C(O)=O.